This data is from Forward reaction prediction with 1.9M reactions from USPTO patents (1976-2016). The task is: Predict the product of the given reaction. Given the reactants [CH2:1]([C:3]1[C:10]([C:11]2[S:12][C:13]([C:16]3[CH:21]=[CH:20][C:19]([O:22][CH:23]([CH3:25])[CH3:24])=[C:18]([C:26]([F:29])([F:28])[F:27])[CH:17]=3)=[N:14][N:15]=2)=[CH:9][CH:8]=[CH:7][C:4]=1[CH:5]=O)[CH3:2].[NH:30]1[CH2:33]C(CC(OC)=O)[CH2:31]1.[C:39]([O-:42])(=[O:41])[CH3:40].[Na+].[CH3:44]C(O)=O, predict the reaction product. The product is: [CH2:1]([C:3]1[C:10]([C:11]2[S:12][C:13]([C:16]3[CH:21]=[CH:20][C:19]([O:22][CH:23]([CH3:25])[CH3:24])=[C:18]([C:26]([F:27])([F:29])[F:28])[CH:17]=3)=[N:14][N:15]=2)=[CH:9][CH:8]=[CH:7][C:4]=1[CH2:5][N:30]1[CH2:33][CH:40]([C:39]([O:42][CH3:44])=[O:41])[CH2:31]1)[CH3:2].